From a dataset of Catalyst prediction with 721,799 reactions and 888 catalyst types from USPTO. Predict which catalyst facilitates the given reaction. (1) Reactant: [C:1]([O:5][C:6]([N:8]1[C:16]2[C:11](=[CH:12][CH:13]=[CH:14][CH:15]=2)[C:10](/[CH:17]=[CH:18]/[C:19](O)=[O:20])=[CH:9]1)=[O:7])([CH3:4])([CH3:3])[CH3:2].[OH:22][C:23]1[CH:24]=[C:25]([CH:33]=[CH:34][CH:35]=1)[C:26]([NH:28][NH:29][CH:30]([CH3:32])[CH3:31])=[O:27].CN(C(ON1N=NC2C=CC=NC1=2)=[N+](C)C)C.F[P-](F)(F)(F)(F)F.C(N(CC)C(C)C)(C)C. Product: [OH:22][C:23]1[CH:24]=[C:25]([CH:33]=[CH:34][CH:35]=1)[C:26]([NH:28][N:29]([C:19](=[O:20])/[CH:18]=[CH:17]/[C:10]1[C:11]2[C:16](=[CH:15][CH:14]=[CH:13][CH:12]=2)[N:8]([C:6]([O:5][C:1]([CH3:3])([CH3:4])[CH3:2])=[O:7])[CH:9]=1)[CH:30]([CH3:32])[CH3:31])=[O:27]. The catalyst class is: 31. (2) Reactant: [C:1]([O:9][CH:10]([CH:18]1[CH2:23][CH2:22][CH2:21][CH2:20][CH2:19]1)[CH:11]1[CH2:16][CH2:15][CH:14]([OH:17])[CH2:13][CH2:12]1)(=[O:8])[C:2]1[CH:7]=[CH:6][CH:5]=[CH:4][CH:3]=1.CC(OI1(OC(C)=O)(OC(C)=O)OC(=O)C2C=CC=CC1=2)=O. Product: [C:1]([O:9][CH:10]([CH:18]1[CH2:23][CH2:22][CH2:21][CH2:20][CH2:19]1)[CH:11]1[CH2:16][CH2:15][C:14](=[O:17])[CH2:13][CH2:12]1)(=[O:8])[C:2]1[CH:7]=[CH:6][CH:5]=[CH:4][CH:3]=1. The catalyst class is: 2. (3) Reactant: Br[C:2]1[C:7]([O:8][CH3:9])=[CH:6][CH:5]=[C:4]([I:10])[N:3]=1.[H-].[Na+].[NH2:13][C:14]1[CH:19]=[CH:18][CH:17]=[CH:16][N:15]=1. Product: [I:10][C:4]1[N:3]=[C:2]([NH:13][C:14]2[CH:19]=[CH:18][CH:17]=[CH:16][N:15]=2)[C:7]([O:8][CH3:9])=[CH:6][CH:5]=1. The catalyst class is: 1. (4) Reactant: [O:1]1[CH:5]=[CH:4][CH:3]=[C:2]1[C:6]1[N:7]=[C:8]([NH:17][C:18]([C:20]2[CH:25]=[CH:24][N:23]=[CH:22][CH:21]=2)=[O:19])[S:9][C:10]=1[C:11](=[O:16])N(OC)C.[CH:26]1([Mg]Br)[CH2:28][CH2:27]1.[Cl-].[NH4+]. Product: [CH:26]1([C:11]([C:10]2[S:9][C:8]([NH:17][C:18]([C:20]3[CH:21]=[CH:22][N:23]=[CH:24][CH:25]=3)=[O:19])=[N:7][C:6]=2[C:2]2[O:1][CH:5]=[CH:4][CH:3]=2)=[O:16])[CH2:28][CH2:27]1. The catalyst class is: 1. (5) Reactant: [H-].[Na+].[Cl:3][C:4]1[CH:9]=[CH:8][C:7]([C:10]2[NH:14][C:13]3[CH:15]=[C:16]([F:20])[C:17]([F:19])=[CH:18][C:12]=3[N:11]=2)=[C:6]([O:21][CH3:22])[CH:5]=1.Br[CH2:24][CH:25]1[CH2:30][CH2:29][CH2:28][CH2:27][CH2:26]1. Product: [Cl:3][C:4]1[CH:9]=[CH:8][C:7]([C:10]2[N:11]([CH2:24][CH:25]3[CH2:30][CH2:29][CH2:28][CH2:27][CH2:26]3)[C:12]3[CH:18]=[C:17]([F:19])[C:16]([F:20])=[CH:15][C:13]=3[N:14]=2)=[C:6]([O:21][CH3:22])[CH:5]=1. The catalyst class is: 9. (6) Reactant: [O:1]([CH2:8][C:9]1[N:13]([CH2:14][C:15]2[CH:20]=[CH:19][C:18]([O:21][C:22]([F:25])([F:24])[F:23])=[CH:17][CH:16]=2)[C:12]2[CH:26]=[CH:27][C:28]([C:30](O)=[O:31])=[CH:29][C:11]=2[N:10]=1)[C:2]1[CH:7]=[CH:6][CH:5]=[CH:4][CH:3]=1.CC(C)N=C=NC(C)C.[N:42]1[CH:47]=[CH:46][CH:45]=[CH:44][C:43]=1[NH:48][NH2:49]. Product: [N:42]1[CH:47]=[CH:46][CH:45]=[CH:44][C:43]=1[NH:48][NH:49][C:30]([C:28]1[CH:27]=[CH:26][C:12]2[N:13]([CH2:14][C:15]3[CH:20]=[CH:19][C:18]([O:21][C:22]([F:24])([F:23])[F:25])=[CH:17][CH:16]=3)[C:9]([CH2:8][O:1][C:2]3[CH:3]=[CH:4][CH:5]=[CH:6][CH:7]=3)=[N:10][C:11]=2[CH:29]=1)=[O:31]. The catalyst class is: 1. (7) Reactant: Cl.[F:2][C:3]1[CH:8]=[CH:7][CH:6]=[CH:5][C:4]=1[C@@H:9]([NH2:14])[CH2:10][CH:11]([CH3:13])[CH3:12].[I:15][C:16]1[C:24]2[C:19](=[CH:20][CH:21]=[C:22]([C:25](O)=[O:26])[CH:23]=2)[NH:18][N:17]=1.CN(C(ON1N=NC2C=CC=CC1=2)=[N+](C)C)C.[B-](F)(F)(F)F.CCN(C(C)C)C(C)C. Product: [F:2][C:3]1[CH:8]=[CH:7][CH:6]=[CH:5][C:4]=1[C@@H:9]([NH:14][C:25]([C:22]1[CH:23]=[C:24]2[C:19](=[CH:20][CH:21]=1)[NH:18][N:17]=[C:16]2[I:15])=[O:26])[CH2:10][CH:11]([CH3:12])[CH3:13]. The catalyst class is: 136. (8) Reactant: [F:1][C:2]1[CH:17]=[CH:16][C:5]([O:6][C:7]2[CH:12]=[CH:11][C:10]([CH2:13][CH2:14][NH2:15])=[CH:9][CH:8]=2)=[CH:4][CH:3]=1.[CH3:18][O:19][C:20]1[N:25]=[CH:24][C:23]([CH2:26][C:27]2[C:28](=[O:35])[N:29]=[C:30](SC)[NH:31][CH:32]=2)=[CH:22][N:21]=1. Product: [F:1][C:2]1[CH:17]=[CH:16][C:5]([O:6][C:7]2[CH:12]=[CH:11][C:10]([CH2:13][CH2:14][NH:15][C:30]3[NH:31][CH:32]=[C:27]([CH2:26][C:23]4[CH:22]=[N:21][C:20]([O:19][CH3:18])=[N:25][CH:24]=4)[C:28](=[O:35])[N:29]=3)=[CH:9][CH:8]=2)=[CH:4][CH:3]=1. The catalyst class is: 8. (9) Reactant: [N+:1]([C:4]1[CH:12]=[C:11]2[C:7]([CH2:8][CH2:9][CH2:10]2)=[CH:6][C:5]=1[NH:13][C:14](=[O:16])[CH3:15])([O-:3])=[O:2].[OH2:17]. Product: [N+:1]([C:4]1[CH:12]=[C:11]2[C:7]([CH2:8][CH2:9][C:10]2=[O:17])=[CH:6][C:5]=1[NH:13][C:14](=[O:16])[CH3:15])([O-:3])=[O:2]. The catalyst class is: 52. (10) Reactant: [S:1]([C:5]1[CH:23]=[CH:22][C:8]([CH2:9][N:10]2[CH2:15][CH2:14][N:13]([CH2:16][C:17](OCC)=[O:18])[CH2:12][CH2:11]2)=[CH:7][CH:6]=1)(=[O:4])(=[O:3])[NH2:2].C(O)C.CO.[NH2:29][NH2:30]. Product: [NH:29]([C:17](=[O:18])[CH2:16][N:13]1[CH2:14][CH2:15][N:10]([CH2:9][C:8]2[CH:22]=[CH:23][C:5]([S:1]([NH2:2])(=[O:4])=[O:3])=[CH:6][CH:7]=2)[CH2:11][CH2:12]1)[NH2:30]. The catalyst class is: 191.